Dataset: Forward reaction prediction with 1.9M reactions from USPTO patents (1976-2016). Task: Predict the product of the given reaction. (1) The product is: [F:1][C:2]1[CH:3]=[C:4]([CH:29]=[C:30]([N:32]2[CH2:37][CH2:36][CH2:35][CH2:34][CH2:33]2)[CH:31]=1)[C:5]([NH:7][C:8]1[C:17]2[C:12](=[CH:13][CH:14]=[CH:15][CH:16]=2)[C:11]([O:18][C:19]2[CH:24]=[CH:23][N:22]=[C:21]([NH:45][CH2:44][CH2:43][N:38]3[CH2:42][CH2:41][CH2:40][CH2:39]3)[N:20]=2)=[CH:10][CH:9]=1)=[O:6]. Given the reactants [F:1][C:2]1[CH:3]=[C:4]([CH:29]=[C:30]([N:32]2[CH2:37][CH2:36][CH2:35][CH2:34][CH2:33]2)[CH:31]=1)[C:5]([NH:7][C:8]1[C:17]2[C:12](=[CH:13][CH:14]=[CH:15][CH:16]=2)[C:11]([O:18][C:19]2[CH:24]=[CH:23][N:22]=[C:21](S(C)(=O)=O)[N:20]=2)=[CH:10][CH:9]=1)=[O:6].[N:38]1([CH2:43][CH2:44][NH2:45])[CH2:42][CH2:41][CH2:40][CH2:39]1, predict the reaction product. (2) Given the reactants [H-].[Na+].[N+:3]([C:6]1[CH:14]=[CH:13][CH:12]=[C:11]2[C:7]=1[CH:8]=[CH:9][NH:10]2)([O-:5])=[O:4].Cl[CH2:16][C:17]1[CH:33]=[CH:32][C:20]([O:21][Si:22]([CH:29]([CH3:31])[CH3:30])([CH:26]([CH3:28])[CH3:27])[CH:23]([CH3:25])[CH3:24])=[C:19]([CH:34]([CH3:36])[CH3:35])[CH:18]=1, predict the reaction product. The product is: [CH:34]([C:19]1[CH:18]=[C:17]([CH:33]=[CH:32][C:20]=1[O:21][Si:22]([CH:29]([CH3:31])[CH3:30])([CH:26]([CH3:28])[CH3:27])[CH:23]([CH3:25])[CH3:24])[CH2:16][N:10]1[C:11]2[C:7](=[C:6]([N+:3]([O-:5])=[O:4])[CH:14]=[CH:13][CH:12]=2)[CH:8]=[CH:9]1)([CH3:36])[CH3:35]. (3) The product is: [CH:13]1([C:16]2[O:12][C:11]3[C:3](=[C:4]([C:5]([OH:7])=[O:6])[CH:8]=[CH:9][CH:10]=3)[N:2]=2)[CH2:15][CH2:14]1. Given the reactants Br.[NH2:2][C:3]1[C:11]([OH:12])=[CH:10][CH:9]=[CH:8][C:4]=1[C:5]([OH:7])=[O:6].[CH:13]1([C:16](Cl)=O)[CH2:15][CH2:14]1.C(N(CC)CC)C.O.C1(C)C=CC(S(O)(=O)=O)=CC=1, predict the reaction product. (4) Given the reactants Br[CH2:2][C:3]1[C:4]([C:9]#[N:10])=[CH:5][CH:6]=[CH:7][CH:8]=1.[CH3:11][O:12][C:13]1[CH:28]=[C:27]([O:29][CH3:30])[CH:26]=[CH:25][C:14]=1[CH2:15][N:16]1[C:21]([CH3:22])=[CH:20][C:19]([OH:23])=[CH:18][C:17]1=[O:24].C(=O)([O-])[O-].[K+].[K+], predict the reaction product. The product is: [CH3:11][O:12][C:13]1[CH:28]=[C:27]([O:29][CH3:30])[CH:26]=[CH:25][C:14]=1[CH2:15][N:16]1[C:21]([CH3:22])=[CH:20][C:19]([O:23][CH2:2][C:3]2[CH:8]=[CH:7][CH:6]=[CH:5][C:4]=2[C:9]#[N:10])=[CH:18][C:17]1=[O:24]. (5) Given the reactants [CH3:1][C:2]1[CH2:3][CH2:4][NH:5][CH2:6][C:7]=1[C:8]1[CH:13]=[CH:12][C:11]([N+:14]([O-:16])=[O:15])=[CH:10][CH:9]=1.[F-].[K+].[Cl:19][C:20]1[C:25](Cl)=[N:24][CH:23]=[CH:22][N:21]=1, predict the reaction product. The product is: [Cl:19][C:20]1[C:25]([N:5]2[CH2:4][CH2:3][C:2]([CH3:1])=[C:7]([C:8]3[CH:13]=[CH:12][C:11]([N+:14]([O-:16])=[O:15])=[CH:10][CH:9]=3)[CH2:6]2)=[N:24][CH:23]=[CH:22][N:21]=1.